Dataset: Full USPTO retrosynthesis dataset with 1.9M reactions from patents (1976-2016). Task: Predict the reactants needed to synthesize the given product. Given the product [CH3:3][O:4][C:5]([C:7]1([CH:20]([O:22][S:31]([C:34]([F:37])([F:36])[F:35])(=[O:33])=[O:32])[CH3:21])[O:12][CH2:11][CH2:10][N:9]([C:13]([O:15][C:16]([CH3:18])([CH3:17])[CH3:19])=[O:14])[CH2:8]1)=[O:6], predict the reactants needed to synthesize it. The reactants are: [H-].[Na+].[CH3:3][O:4][C:5]([C:7]1([CH:20]([OH:22])[CH3:21])[O:12][CH2:11][CH2:10][N:9]([C:13]([O:15][C:16]([CH3:19])([CH3:18])[CH3:17])=[O:14])[CH2:8]1)=[O:6].C1C(Cl)=CN=C(N([S:31]([C:34]([F:37])([F:36])[F:35])(=[O:33])=[O:32])[S:31]([C:34]([F:37])([F:36])[F:35])(=[O:33])=[O:32])C=1.